This data is from Reaction yield outcomes from USPTO patents with 853,638 reactions. The task is: Predict the reaction yield, written as a fraction of the theoretical maximum amount of product (1.0 means a 100% yield; for example, 0.34 means a 34% yield). The reactants are [Br:1][C:2]1[CH:9]=[C:8]([Br:10])[CH:7]=[CH:6][C:3]=1[CH2:4][OH:5].C[O:12][C:13]([CH3:15])=[CH2:14].[C:16]1(C)C=CC(S(O)(=O)=O)=CC=1.[NH+]1C=CC=CC=1.C(=O)([O-])O.[Na+]. The catalyst is O1CCCC1. The product is [Br:1][C:2]1[CH:9]=[C:8]([Br:10])[CH:7]=[CH:6][C:3]=1[CH:4]([O:12][CH:13]([CH3:15])[CH3:14])[O:5][CH3:16]. The yield is 1.00.